The task is: Regression. Given two drug SMILES strings and cell line genomic features, predict the synergy score measuring deviation from expected non-interaction effect.. This data is from NCI-60 drug combinations with 297,098 pairs across 59 cell lines. (1) Drug 2: C1CCC(C(C1)N)N.C(=O)(C(=O)[O-])[O-].[Pt+4]. Synergy scores: CSS=5.83, Synergy_ZIP=-2.90, Synergy_Bliss=-2.48, Synergy_Loewe=-4.44, Synergy_HSA=-4.21. Drug 1: CC(C)(C#N)C1=CC(=CC(=C1)CN2C=NC=N2)C(C)(C)C#N. Cell line: M14. (2) Drug 1: CS(=O)(=O)OCCCCOS(=O)(=O)C. Drug 2: B(C(CC(C)C)NC(=O)C(CC1=CC=CC=C1)NC(=O)C2=NC=CN=C2)(O)O. Cell line: SF-295. Synergy scores: CSS=47.0, Synergy_ZIP=0.132, Synergy_Bliss=0.0918, Synergy_Loewe=-22.8, Synergy_HSA=-1.18. (3) Drug 1: C1CN1P(=S)(N2CC2)N3CC3. Drug 2: CC1=C(C=C(C=C1)NC(=O)C2=CC=C(C=C2)CN3CCN(CC3)C)NC4=NC=CC(=N4)C5=CN=CC=C5. Cell line: OVCAR-8. Synergy scores: CSS=22.1, Synergy_ZIP=-6.07, Synergy_Bliss=-2.16, Synergy_Loewe=-6.51, Synergy_HSA=-2.34.